Dataset: Catalyst prediction with 721,799 reactions and 888 catalyst types from USPTO. Task: Predict which catalyst facilitates the given reaction. (1) Reactant: [CH:1]1([C:6]([O:8][CH3:9])=[O:7])[CH2:5][CH2:4][CH2:3][CH2:2]1.C([N-]C(C)C)(C)C.[Li+].[CH2:18]([O:21][C:22]1[CH:29]=[CH:28][C:25]([CH:26]=[O:27])=[CH:24][CH:23]=1)[CH:19]=[CH2:20]. Product: [CH2:18]([O:21][C:22]1[CH:23]=[CH:24][C:25]([CH:26]([OH:27])[C:1]2([C:6]([O:8][CH3:9])=[O:7])[CH2:5][CH2:4][CH2:3][CH2:2]2)=[CH:28][CH:29]=1)[CH:19]=[CH2:20]. The catalyst class is: 30. (2) The catalyst class is: 11. Product: [CH3:7][O:6][C:4](=[O:5])[C:3]1[CH:8]=[CH:9][C:10]([C:12]([O:14][CH3:15])=[O:13])=[CH:11][C:2]=1[N:1]=[C:17]=[O:19]. Reactant: [NH2:1][C:2]1[CH:11]=[C:10]([C:12]([O:14][CH3:15])=[O:13])[CH:9]=[CH:8][C:3]=1[C:4]([O:6][CH3:7])=[O:5].Cl[C:17](Cl)([O:19]C(=O)OC(Cl)(Cl)Cl)Cl. (3) Reactant: [CH3:1][N:2]([CH3:17])[CH2:3][CH2:4][O:5][C:6]1[CH:16]=[CH:15][C:9]([C:10](OCC)=[O:11])=[CH:8][CH:7]=1.[H-].[NH2:19][NH2:20]. Product: [CH3:1][N:2]([CH3:17])[CH2:3][CH2:4][O:5][C:6]1[CH:16]=[CH:15][C:9]([C:10]([NH:19][NH2:20])=[O:11])=[CH:8][CH:7]=1. The catalyst class is: 8. (4) Reactant: [Cr](O[Cr]([O-])(=O)=O)([O-])(=O)=O.[NH+]1C=CC=CC=1.[NH+]1C=CC=CC=1.[C:22]([C:26]1[CH:27]=[C:28]([C:34]2[S:38][C:37]([CH2:39][OH:40])=[CH:36][CH:35]=2)[CH:29]=[CH:30][C:31]=1[O:32][CH3:33])([CH3:25])([CH3:24])[CH3:23]. Product: [C:22]([C:26]1[CH:27]=[C:28]([C:34]2[S:38][C:37]([CH:39]=[O:40])=[CH:36][CH:35]=2)[CH:29]=[CH:30][C:31]=1[O:32][CH3:33])([CH3:25])([CH3:23])[CH3:24]. The catalyst class is: 4. (5) Reactant: C([O:3][C:4]([CH:6]([O:11][C:12](=[O:18])[C:13]([CH3:17])([CH3:16])[CH:14]=[CH2:15])[CH:7]1[CH2:10][O:9][CH2:8]1)=[O:5])C.C(=O)([O-])[O-].[K+].[K+].CO.Cl. Product: [C:4]([CH:6]([O:11][C:12](=[O:18])[C:13]([CH3:17])([CH3:16])[CH:14]=[CH2:15])[CH:7]1[CH2:10][O:9][CH2:8]1)([OH:5])=[O:3]. The catalyst class is: 30. (6) Reactant: [Br:1][C:2]1[CH:3]=[CH:4][C:5]([N:12]2[C:24]3[CH:23]=[CH:22][CH:21]=[CH:20][C:19]=3[C:18]3[C:13]2=[CH:14][CH:15]=[CH:16][CH:17]=3)=[C:6]([C:8](O)([CH3:10])[CH3:9])[CH:7]=1.CS(O)(=O)=O.O. Product: [Br:1][C:2]1[CH:3]=[CH:4][C:5]2[N:12]3[C:24]4[CH:23]=[CH:22][CH:21]=[CH:20][C:19]=4[C:18]4[CH:17]=[CH:16][CH:15]=[C:14]([C:8]([CH3:10])([CH3:9])[C:6]=2[CH:7]=1)[C:13]3=4. The catalyst class is: 11. (7) Reactant: [Cl:1][C:2]1[CH:3]=[C:4]2[C:8](=[CH:9][CH:10]=1)[NH:7][C:6](=[O:11])[CH:5]2[C:12]1[CH:17]=[CH:16][C:15]([O:18][CH3:19])=[CH:14][CH:13]=1.[CH2:20](Br)[C:21]1[CH:26]=[CH:25][CH:24]=[CH:23][CH:22]=1.[I-].[K+].C(=O)([O-])[O-].[K+].[K+]. Product: [CH2:20]([C:5]1([C:12]2[CH:17]=[CH:16][C:15]([O:18][CH3:19])=[CH:14][CH:13]=2)[C:4]2[C:8](=[CH:9][CH:10]=[C:2]([Cl:1])[CH:3]=2)[NH:7][C:6]1=[O:11])[C:21]1[CH:26]=[CH:25][CH:24]=[CH:23][CH:22]=1. The catalyst class is: 372. (8) Reactant: [CH2:1]([O:8][C:9]([NH:11][C@@H:12]([C@H:17]([O:19][Si:20]([C:23]([CH3:26])([CH3:25])[CH3:24])([CH3:22])[CH3:21])[CH3:18])[C:13](OC)=[O:14])=[O:10])[C:2]1[CH:7]=[CH:6][CH:5]=[CH:4][CH:3]=1.O.[NH2:28][NH2:29]. Product: [Si:20]([O:19][C@H:17]([CH3:18])[C@H:12]([NH:11][C:9](=[O:10])[O:8][CH2:1][C:2]1[CH:7]=[CH:6][CH:5]=[CH:4][CH:3]=1)[C:13]([NH:28][NH2:29])=[O:14])([C:23]([CH3:26])([CH3:25])[CH3:24])([CH3:22])[CH3:21]. The catalyst class is: 14. (9) Reactant: C1(P([N:15]=[N+:16]=[N-:17])(C2C=CC=CC=2)=O)C=CC=CC=1.N12CCCN=C1CCCCC2.[CH2:29]([O:31][C:32]1[C:33]([CH3:41])=[C:34]([CH2:39]O)[CH:35]=[N:36][C:37]=1[CH3:38])[CH3:30].O. Product: [CH2:29]([O:31][C:32]1[C:33]([CH3:41])=[C:34]([CH2:39][N:15]=[N+:16]=[N-:17])[CH:35]=[N:36][C:37]=1[CH3:38])[CH3:30]. The catalyst class is: 133.